From a dataset of CYP2C19 inhibition data for predicting drug metabolism from PubChem BioAssay. Regression/Classification. Given a drug SMILES string, predict its absorption, distribution, metabolism, or excretion properties. Task type varies by dataset: regression for continuous measurements (e.g., permeability, clearance, half-life) or binary classification for categorical outcomes (e.g., BBB penetration, CYP inhibition). Dataset: cyp2c19_veith. (1) The result is 1 (inhibitor). The compound is CNC(=S)N1N=C(c2ccc(OC)cc2)CC1c1ccc(N(C)C)cc1. (2) The drug is O=C(CSc1nc2ccccc2s1)Nc1nccs1. The result is 1 (inhibitor).